Dataset: NCI-60 drug combinations with 297,098 pairs across 59 cell lines. Task: Regression. Given two drug SMILES strings and cell line genomic features, predict the synergy score measuring deviation from expected non-interaction effect. (1) Drug 1: C1=CC(=C(C=C1I)F)NC2=C(C=CC(=C2F)F)C(=O)NOCC(CO)O. Drug 2: CCC1=C2N=C(C=C(N2N=C1)NCC3=C[N+](=CC=C3)[O-])N4CCCCC4CCO. Cell line: UACC62. Synergy scores: CSS=65.9, Synergy_ZIP=-2.14, Synergy_Bliss=-2.99, Synergy_Loewe=-2.25, Synergy_HSA=2.16. (2) Drug 1: CC1OCC2C(O1)C(C(C(O2)OC3C4COC(=O)C4C(C5=CC6=C(C=C35)OCO6)C7=CC(=C(C(=C7)OC)O)OC)O)O. Drug 2: CC1=C2C(C(=O)C3(C(CC4C(C3C(C(C2(C)C)(CC1OC(=O)C(C(C5=CC=CC=C5)NC(=O)C6=CC=CC=C6)O)O)OC(=O)C7=CC=CC=C7)(CO4)OC(=O)C)O)C)OC(=O)C. Cell line: MOLT-4. Synergy scores: CSS=72.4, Synergy_ZIP=-1.22, Synergy_Bliss=-0.946, Synergy_Loewe=-3.52, Synergy_HSA=1.33. (3) Drug 1: CC12CCC3C(C1CCC2=O)CC(=C)C4=CC(=O)C=CC34C. Cell line: SW-620. Drug 2: C1=CC(=CC=C1CCC2=CNC3=C2C(=O)NC(=N3)N)C(=O)NC(CCC(=O)O)C(=O)O. Synergy scores: CSS=38.9, Synergy_ZIP=0.123, Synergy_Bliss=-0.611, Synergy_Loewe=-0.247, Synergy_HSA=0.434. (4) Drug 1: C1=CC(=CC=C1CCCC(=O)O)N(CCCl)CCCl. Drug 2: CC1=C(N=C(N=C1N)C(CC(=O)N)NCC(C(=O)N)N)C(=O)NC(C(C2=CN=CN2)OC3C(C(C(C(O3)CO)O)O)OC4C(C(C(C(O4)CO)O)OC(=O)N)O)C(=O)NC(C)C(C(C)C(=O)NC(C(C)O)C(=O)NCCC5=NC(=CS5)C6=NC(=CS6)C(=O)NCCC[S+](C)C)O. Cell line: RPMI-8226. Synergy scores: CSS=27.8, Synergy_ZIP=4.56, Synergy_Bliss=5.77, Synergy_Loewe=0.308, Synergy_HSA=0.272. (5) Drug 1: CC1CCC2CC(C(=CC=CC=CC(CC(C(=O)C(C(C(=CC(C(=O)CC(OC(=O)C3CCCCN3C(=O)C(=O)C1(O2)O)C(C)CC4CCC(C(C4)OC)O)C)C)O)OC)C)C)C)OC. Drug 2: CC(C)CN1C=NC2=C1C3=CC=CC=C3N=C2N. Cell line: DU-145. Synergy scores: CSS=17.8, Synergy_ZIP=-0.558, Synergy_Bliss=3.90, Synergy_Loewe=-5.00, Synergy_HSA=2.22. (6) Drug 1: CCC1=CC2CC(C3=C(CN(C2)C1)C4=CC=CC=C4N3)(C5=C(C=C6C(=C5)C78CCN9C7C(C=CC9)(C(C(C8N6C)(C(=O)OC)O)OC(=O)C)CC)OC)C(=O)OC.C(C(C(=O)O)O)(C(=O)O)O. Drug 2: CN(C)N=NC1=C(NC=N1)C(=O)N. Cell line: SK-MEL-2. Synergy scores: CSS=47.5, Synergy_ZIP=1.16, Synergy_Bliss=-1.55, Synergy_Loewe=-61.9, Synergy_HSA=-3.68.